Dataset: Full USPTO retrosynthesis dataset with 1.9M reactions from patents (1976-2016). Task: Predict the reactants needed to synthesize the given product. Given the product [NH2:1][C:2]1[C:7]2[N:8]=[C:9]([S:16][C:18]3[CH:23]=[C:22]([O:24][CH3:25])[CH:21]=[CH:20][C:19]=3[C:26](=[O:28])[CH3:27])[N:10]([CH2:11][CH2:12][CH2:13][C:14]#[CH:15])[C:6]=2[CH:5]=[CH:4][N:3]=1, predict the reactants needed to synthesize it. The reactants are: [NH2:1][C:2]1[C:7]2[NH:8][C:9](=[S:16])[N:10]([CH2:11][CH2:12][CH2:13][C:14]#[CH:15])[C:6]=2[CH:5]=[CH:4][N:3]=1.I[C:18]1[CH:23]=[C:22]([O:24][CH3:25])[CH:21]=[CH:20][C:19]=1[C:26](=[O:28])[CH3:27].CC1C=CC2C=CC3C=CC(C)=NC=3C=2N=1.O.CC([O-])(C)C.[Na+].